From a dataset of Full USPTO retrosynthesis dataset with 1.9M reactions from patents (1976-2016). Predict the reactants needed to synthesize the given product. (1) Given the product [CH3:30][N:31]([CH2:1][C:3]1[CH:4]=[CH:5][C:6]2[S:10][C:9]([C:11]3[CH:12]=[N:13][CH:14]=[C:15]([C:18]=3[NH:19][C:20]3[CH:28]=[CH:27][CH:26]=[C:25]4[C:21]=3[CH:22]=[CH:23][NH:24]4)[C:16]#[N:17])=[CH:8][C:7]=2[CH:29]=1)[CH3:32], predict the reactants needed to synthesize it. The reactants are: [CH:1]([C:3]1[CH:4]=[CH:5][C:6]2[S:10][C:9]([C:11]3[CH:12]=[N:13][CH:14]=[C:15]([C:18]=3[NH:19][C:20]3[CH:28]=[CH:27][CH:26]=[C:25]4[C:21]=3[CH:22]=[CH:23][NH:24]4)[C:16]#[N:17])=[CH:8][C:7]=2[CH:29]=1)=O.[CH3:30][NH:31][CH3:32].C(O)(=O)C.[BH-](OC(C)=O)(OC(C)=O)OC(C)=O.[Na+]. (2) Given the product [NH2:17][C:13]1[CH:12]=[C:11]([P:8](=[O:7])([OH:10])[OH:9])[CH:16]=[CH:15][CH:14]=1, predict the reactants needed to synthesize it. The reactants are: C[Si](Br)(C)C.C[O:7][P:8]([C:11]1[CH:16]=[CH:15][CH:14]=[C:13]([N+:17]([O-])=O)[CH:12]=1)(=[O:10])[O-:9].